From a dataset of Reaction yield outcomes from USPTO patents with 853,638 reactions. Predict the reaction yield, written as a fraction of the theoretical maximum amount of product (1.0 means a 100% yield; for example, 0.34 means a 34% yield). (1) The reactants are [Br:1][C:2]1[N:7]2[CH:8]=[CH:9][N:10]=[C:6]2[C:5]([NH:11][C:12]2[S:13][C:14]([CH2:17][O:18][Si](C(C)(C)C)(C)C)=[CH:15][N:16]=2)=[N:4][CH:3]=1.CCCC[N+](CCCC)(CCCC)CCCC.[F-]. The catalyst is C1COCC1. The product is [Br:1][C:2]1[N:7]2[CH:8]=[CH:9][N:10]=[C:6]2[C:5]([NH:11][C:12]2[S:13][C:14]([CH2:17][OH:18])=[CH:15][N:16]=2)=[N:4][CH:3]=1. The yield is 0.690. (2) The reactants are Cl[C:2]1[C:11]2[C:6](=[CH:7][C:8]([O:14][CH2:15][CH2:16][CH2:17][N:18]3[CH2:23][CH2:22][N:21]([S:24]([CH3:27])(=[O:26])=[O:25])[CH2:20][CH2:19]3)=[C:9]([O:12][CH3:13])[CH:10]=2)[N:5]=[CH:4][N:3]=1.[OH:28][C:29]1[CH:30]=[C:31]2[C:35](=[N:36][CH:37]=1)[NH:34][CH:33]=[CH:32]2.C(=O)([O-])[O-].[K+].[K+]. The catalyst is CN(C=O)C. The product is [NH:34]1[C:35]2[C:31](=[CH:30][C:29]([O:28][C:2]3[C:11]4[C:6](=[CH:7][C:8]([O:14][CH2:15][CH2:16][CH2:17][N:18]5[CH2:23][CH2:22][N:21]([S:24]([CH3:27])(=[O:26])=[O:25])[CH2:20][CH2:19]5)=[C:9]([O:12][CH3:13])[CH:10]=4)[N:5]=[CH:4][N:3]=3)=[CH:37][N:36]=2)[CH:32]=[CH:33]1. The yield is 0.450. (3) The yield is 1.00. The reactants are [F:1][C:2]1[CH:3]=[C:4]([C:10]#[C:11][CH2:12][CH2:13][N:14]2C(=O)C3C(=CC=CC=3)C2=O)[C:5]([O:8][CH3:9])=[N:6][CH:7]=1.NN. The catalyst is CO.C(Cl)Cl. The product is [F:1][C:2]1[CH:3]=[C:4]([C:10]#[C:11][CH2:12][CH2:13][NH2:14])[C:5]([O:8][CH3:9])=[N:6][CH:7]=1. (4) The reactants are [CH3:1][C:2]1([CH3:15])[CH2:14][C:5]2[NH:6][C:7]([C:9]([O:11][CH2:12][CH3:13])=[O:10])=[CH:8][C:4]=2[CH2:3]1.[H-].[Na+].Br[CH2:19][C:20]#[N:21].O. The catalyst is CN(C=O)C.C(OCC)(=O)C. The product is [C:20]([CH2:19][N:6]1[C:7]([C:9]([O:11][CH2:12][CH3:13])=[O:10])=[CH:8][C:4]2[CH2:3][C:2]([CH3:1])([CH3:15])[CH2:14][C:5]1=2)#[N:21]. The yield is 0.950. (5) The reactants are [CH2:1]([CH2:3][NH2:4])[OH:2].C(O)(=O)C.[Br:9][C:10]1[CH:11]=[CH:12][C:13]([O:22][CH3:23])=[C:14]([C:16](=O)[CH2:17][CH2:18][CH2:19]Cl)[CH:15]=1.C([BH3-])#N.[Na+]. The catalyst is CO.COC(C)(C)C. The product is [CH3:23][O:22][C:13]1[CH:12]=[CH:11][C:10]([Br:9])=[CH:15][C:14]=1[CH:16]1[CH2:17][CH2:18][CH2:19][N:4]1[CH2:3][CH2:1][OH:2]. The yield is 0.200. (6) The reactants are B(Br)(Br)Br.C[O:6][C:7]1[CH:28]=[CH:27][C:10]2[CH2:11][C@@H:12]([CH2:22][C:23]([O:25][CH3:26])=[O:24])[C:13](=[O:21])[N:14]([CH2:16]C(F)(F)F)[CH2:15][C:9]=2[CH:8]=1. The catalyst is C(Cl)Cl. The product is [OH:6][C:7]1[CH:28]=[CH:27][C:10]2[CH2:11][C@@H:12]([CH2:22][C:23]([O:25][CH3:26])=[O:24])[C:13](=[O:21])[N:14]([CH3:16])[CH2:15][C:9]=2[CH:8]=1. The yield is 0.940. (7) The reactants are [NH2:1][C:2]1[CH:7]=[CH:6][C:5]([N:8]2[C:14](=[O:15])[CH2:13][C:12](=[O:16])[NH:11][C:10]3[C:17]4[C:22]([CH:23]=[CH:24][C:9]2=3)=[CH:21][CH:20]=[CH:19][CH:18]=4)=[CH:4][CH:3]=1.[CH3:25][C:26]1[CH:36]=[CH:35][CH:34]=[CH:33][C:27]=1[CH:28]=[CH:29][C:30](Cl)=[O:31].O=C1CC(=O)N(C2C=CC(C(O)=O)=CC=2)C2C=CC3C(C=2N1)=CC=CC=3. No catalyst specified. The product is [CH3:25][C:26]1[CH:36]=[CH:35][CH:34]=[CH:33][C:27]=1[CH:28]=[CH:29][C:30]([NH:1][C:2]1[CH:7]=[CH:6][C:5]([N:8]2[C:14](=[O:15])[CH2:13][C:12](=[O:16])[NH:11][C:10]3[C:17]4[C:22]([CH:23]=[CH:24][C:9]2=3)=[CH:21][CH:20]=[CH:19][CH:18]=4)=[CH:4][CH:3]=1)=[O:31]. The yield is 0.410. (8) The reactants are [CH3:1][C:2]1[N:7]([C:8]2[CH:13]=[CH:12][CH:11]=[C:10]([C:14]([F:17])([F:16])[F:15])[CH:9]=2)[C:6](=[O:18])[C:5]([C:19]([NH:21][CH2:22][C:23]2[CH:28]=[CH:27][C:26]([S:29]([CH3:32])(=[O:31])=[O:30])=[CH:25][CH:24]=2)=[O:20])=[CH:4][C:3]=1[C:33]#[C:34][C:35]1[CH:36]=[N:37][CH:38]=[CH:39][CH:40]=1. The catalyst is [Pd].C(O)C.C(OCC)(=O)C. The product is [CH3:1][C:2]1[N:7]([C:8]2[CH:13]=[CH:12][CH:11]=[C:10]([C:14]([F:15])([F:17])[F:16])[CH:9]=2)[C:6](=[O:18])[C:5]([C:19]([NH:21][CH2:22][C:23]2[CH:28]=[CH:27][C:26]([S:29]([CH3:32])(=[O:30])=[O:31])=[CH:25][CH:24]=2)=[O:20])=[CH:4][C:3]=1[CH2:33][CH2:34][C:35]1[CH:36]=[N:37][CH:38]=[CH:39][CH:40]=1. The yield is 0.550.